Dataset: Reaction yield outcomes from USPTO patents with 853,638 reactions. Task: Predict the reaction yield, written as a fraction of the theoretical maximum amount of product (1.0 means a 100% yield; for example, 0.34 means a 34% yield). (1) The reactants are [NH2:1][C:2]1[N:7]=[CH:6][C:5](/[CH:8]=[CH:9]/[C:10]([O:12]C(C)(C)C)=[O:11])=[CH:4][CH:3]=1.FC(F)(F)C(O)=O.[ClH:24]. The catalyst is C(Cl)Cl.O1CCOCC1. The product is [ClH:24].[NH2:1][C:2]1[N:7]=[CH:6][C:5](/[CH:8]=[CH:9]/[C:10]([OH:12])=[O:11])=[CH:4][CH:3]=1. The yield is 0.760. (2) The reactants are [NH2:1][C:2]1[C:3]([C:23]([F:26])([F:25])[F:24])=[C:4]2[C:10]([CH:11]3[CH2:16][CH2:15][N:14]([C:17](=[O:21])[CH:18]([CH3:20])[CH3:19])[CH2:13][CH2:12]3)=[CH:9][N:8]([CH3:22])[C:5]2=[N:6][CH:7]=1.N1C=CC=CC=1.[C:33]([C:35]1[CH:36]=[C:37]([CH:41]=[CH:42][CH:43]=1)[C:38](Cl)=[O:39])#[N:34].CC(OC)(C)C. The catalyst is C(Cl)Cl.CCO. The product is [C:33]([C:35]1[CH:36]=[C:37]([CH:41]=[CH:42][CH:43]=1)[C:38]([NH:1][C:2]1[C:3]([C:23]([F:26])([F:25])[F:24])=[C:4]2[C:10]([CH:11]3[CH2:16][CH2:15][N:14]([C:17](=[O:21])[CH:18]([CH3:19])[CH3:20])[CH2:13][CH2:12]3)=[CH:9][N:8]([CH3:22])[C:5]2=[N:6][CH:7]=1)=[O:39])#[N:34]. The yield is 0.620. (3) The reactants are [CH3:1][O:2][C:3](=[O:26])[C:4]1[CH:9]=[CH:8][C:7]([CH2:10][NH:11][CH:12]=[O:13])=[N:6][C:5]=1[NH:14][C:15]1[CH:20]=[CH:19][C:18]([Si](C)(C)C)=[CH:17][C:16]=1[F:25].[Br:27]N1C(=O)CCC1=O. The catalyst is C(Cl)Cl. The product is [CH3:1][O:2][C:3](=[O:26])[C:4]1[CH:9]=[CH:8][C:7]([CH2:10][NH:11][CH:12]=[O:13])=[N:6][C:5]=1[NH:14][C:15]1[CH:20]=[CH:19][C:18]([Br:27])=[CH:17][C:16]=1[F:25]. The yield is 1.00. (4) The reactants are Br[C:2]1[CH:7]=[CH:6][C:5]([O:8][CH2:9][C:10]2[CH:15]=[CH:14][C:13]([CH2:16][CH3:17])=[CH:12][CH:11]=2)=[C:4]([O:18][CH3:19])[CH:3]=1.C([Li])CCC.CCCCCC.[C:31]([N:38]1[CH2:41][C:40](=[O:42])[CH2:39]1)([O:33][C:34]([CH3:37])([CH3:36])[CH3:35])=[O:32].O. The catalyst is O1CCCC1. The product is [CH2:16]([C:13]1[CH:14]=[CH:15][C:10]([CH2:9][O:8][C:5]2[CH:6]=[CH:7][C:2]([C:40]3([OH:42])[CH2:39][N:38]([C:31]([O:33][C:34]([CH3:36])([CH3:35])[CH3:37])=[O:32])[CH2:41]3)=[CH:3][C:4]=2[O:18][CH3:19])=[CH:11][CH:12]=1)[CH3:17]. The yield is 0.570.